From a dataset of Forward reaction prediction with 1.9M reactions from USPTO patents (1976-2016). Predict the product of the given reaction. (1) Given the reactants [Br:1][C:2]1[CH:3]=[C:4]2[N:11]=[CH:10][NH:9][C:5]2=[N:6][C:7]=1[CH3:8].C1C=C(Cl)C=C(C(OO)=[O:20])C=1, predict the reaction product. The product is: [Br:1][C:2]1[CH:3]=[C:4]2[N:11]=[CH:10][NH:9][C:5]2=[N+:6]([O-:20])[C:7]=1[CH3:8]. (2) Given the reactants Br[C:2]1[CH:3]=[C:4]([NH2:13])[CH:5]=[N:6][C:7]=1[O:8][CH2:9][CH:10]1[CH2:12][CH2:11]1.[Cl:14][C:15]1[CH:20]=[CH:19][C:18](B(O)O)=[CH:17][CH:16]=1, predict the reaction product. The product is: [Cl:14][C:15]1[CH:20]=[CH:19][C:18]([C:2]2[CH:3]=[C:4]([NH2:13])[CH:5]=[N:6][C:7]=2[O:8][CH2:9][CH:10]2[CH2:12][CH2:11]2)=[CH:17][CH:16]=1. (3) Given the reactants [CH2:1]([C@@:4]1([CH3:25])[CH2:9][C@H:8]([C:10]2[CH:15]=[CH:14][CH:13]=[C:12]([Cl:16])[CH:11]=2)[C@@H:7]([C:17]2[CH:22]=[CH:21][C:20]([Cl:23])=[CH:19][CH:18]=2)[NH:6][C:5]1=[O:24])[CH:2]=[CH2:3].Br[CH:27]([CH:33]1[CH2:35][CH2:34]1)[C:28]([O:30][CH2:31][CH3:32])=[O:29], predict the reaction product. The product is: [CH2:1]([C@@:4]1([CH3:25])[CH2:9][C@H:8]([C:10]2[CH:15]=[CH:14][CH:13]=[C:12]([Cl:16])[CH:11]=2)[C@@H:7]([C:17]2[CH:22]=[CH:21][C:20]([Cl:23])=[CH:19][CH:18]=2)[N:6]([CH:27]([CH:33]2[CH2:35][CH2:34]2)[C:28]([O:30][CH2:31][CH3:32])=[O:29])[C:5]1=[O:24])[CH:2]=[CH2:3]. (4) Given the reactants [CH3:1][C:2]1[O:6][N:5]=[C:4]([C:7]2[CH:12]=[CH:11][CH:10]=[CH:9][CH:8]=2)[C:3]=1[CH2:13][O:14][C:15]1[CH:23]=[CH:22][C:18]([C:19]([OH:21])=O)=[CH:17][N:16]=1.F[B-](F)(F)F.N1(OC(N(C)C)=[N+](C)C)C2C=CC=CC=2N=N1.C(N(CC)C(C)C)(C)C.[CH3:55][N:56]1[CH2:61][CH2:60][CH:59]([NH2:62])[CH2:58][CH2:57]1, predict the reaction product. The product is: [CH3:1][C:2]1[O:6][N:5]=[C:4]([C:7]2[CH:8]=[CH:9][CH:10]=[CH:11][CH:12]=2)[C:3]=1[CH2:13][O:14][C:15]1[CH:23]=[CH:22][C:18]([C:19]([NH:62][CH:59]2[CH2:60][CH2:61][N:56]([CH3:55])[CH2:57][CH2:58]2)=[O:21])=[CH:17][N:16]=1. (5) Given the reactants [CH3:1][O:2][C:3]1[CH:12]=[C:11]2[C:6]([CH:7]=[CH:8][CH:9]=[C:10]2[CH2:13][CH2:14][NH:15][C:16](=[O:18])[CH3:17])=[CH:5][CH:4]=1.[Br:19]Br.O, predict the reaction product. The product is: [Br:19][C:8]1[CH:9]=[C:10]([CH2:13][CH2:14][NH:15][C:16](=[O:18])[CH3:17])[C:11]2[C:6]([CH:7]=1)=[CH:5][CH:4]=[C:3]([O:2][CH3:1])[CH:12]=2. (6) Given the reactants [C:1]([O:5][C:6]([NH:8][C:9]1[N:14]=[C:13]([CH:15]=[CH:16][CH:17]2[CH2:22][CH2:21][N:20]([C:23]([O:25][C:26]([CH3:29])([CH3:28])[CH3:27])=[O:24])[CH2:19][CH2:18]2)[CH:12]=[CH:11][CH:10]=1)=[O:7])([CH3:4])([CH3:3])[CH3:2].[H][H], predict the reaction product. The product is: [C:1]([O:5][C:6]([NH:8][C:9]1[N:14]=[C:13]([CH2:15][CH2:16][CH:17]2[CH2:18][CH2:19][N:20]([C:23]([O:25][C:26]([CH3:29])([CH3:28])[CH3:27])=[O:24])[CH2:21][CH2:22]2)[CH:12]=[CH:11][CH:10]=1)=[O:7])([CH3:3])([CH3:4])[CH3:2].